This data is from Full USPTO retrosynthesis dataset with 1.9M reactions from patents (1976-2016). The task is: Predict the reactants needed to synthesize the given product. Given the product [NH2:30][C:28]([C@@H:23]([NH:22][C:18]([C:10]1[C:11]2[C:16](=[CH:15][CH:14]=[C:13]([Br:17])[CH:12]=2)[N:8]([CH2:1][C:2]2[CH:3]=[CH:4][CH:5]=[CH:6][CH:7]=2)[N:9]=1)=[O:20])[C:24]([CH3:27])([CH3:26])[CH3:25])=[O:29], predict the reactants needed to synthesize it. The reactants are: [CH2:1]([N:8]1[C:16]2[C:11](=[CH:12][C:13]([Br:17])=[CH:14][CH:15]=2)[C:10]([C:18]([OH:20])=O)=[N:9]1)[C:2]1[CH:7]=[CH:6][CH:5]=[CH:4][CH:3]=1.Cl.[NH2:22][C@H:23]([C:28]([NH2:30])=[O:29])[C:24]([CH3:27])([CH3:26])[CH3:25].C(N(C(C)C)CC)(C)C.CN(C(ON1N=NC2C=CC=NC1=2)=[N+](C)C)C.F[P-](F)(F)(F)(F)F.